From a dataset of HIV replication inhibition screening data with 41,000+ compounds from the AIDS Antiviral Screen. Binary Classification. Given a drug SMILES string, predict its activity (active/inactive) in a high-throughput screening assay against a specified biological target. (1) The drug is CN(C)C(=NO)C(=NO)N(C)C. The result is 0 (inactive). (2) The compound is CC1=Nc2ccccc2C12C(c1ccccc1)CC(=O)N1c3ccccc3CC12. The result is 0 (inactive). (3) The drug is COc1ccc(CCNC(=O)Cc2ccccc2CCO)cc1OC. The result is 0 (inactive). (4) The compound is CCC(=O)OC(C)CC1SCCCS1. The result is 0 (inactive).